This data is from Catalyst prediction with 721,799 reactions and 888 catalyst types from USPTO. The task is: Predict which catalyst facilitates the given reaction. (1) Reactant: C(OC(=O)[NH:7][C@H:8]([CH2:25][C:26]1[CH:31]=[CH:30][N:29]=[CH:28][CH:27]=1)[C:9]([N:11]1[CH2:16][CH2:15][N:14]([C:17]2[CH:22]=[CH:21][CH:20]=[CH:19][C:18]=2[O:23][CH3:24])[CH2:13][CH2:12]1)=[O:10])(C)(C)C.Cl. Product: [NH2:7][C@H:8]([CH2:25][C:26]1[CH:31]=[CH:30][N:29]=[CH:28][CH:27]=1)[C:9]([N:11]1[CH2:12][CH2:13][N:14]([C:17]2[CH:22]=[CH:21][CH:20]=[CH:19][C:18]=2[O:23][CH3:24])[CH2:15][CH2:16]1)=[O:10]. The catalyst class is: 1. (2) Reactant: [F:1][C:2]([F:40])([CH2:36][CH2:37][CH2:38][CH3:39])[C:3](=[O:35])[CH2:4][CH2:5][C@H:6]1[C@H:10]([O:11]C2CCCCO2)[CH2:9][C:8](=[O:18])[C@@H:7]1[CH2:19]/[CH:20]=[CH:21]\[CH2:22][CH2:23][CH2:24][C:25]([O:27][CH2:28][C:29]1[CH:34]=[CH:33][CH:32]=[CH:31][CH:30]=1)=[O:26].Cl.[Cl-].[Na+].C(OC)(C)(C)C. Product: [F:1][C:2]([C@:3]1([OH:35])[O:11][C@@H:10]2[CH2:9][C:8](=[O:18])[C@H:7]([CH2:19]/[CH:20]=[CH:21]\[CH2:22][CH2:23][CH2:24][C:25]([O:27][CH2:28][C:29]3[CH:34]=[CH:33][CH:32]=[CH:31][CH:30]=3)=[O:26])[C@H:6]2[CH2:5][CH2:4]1)([F:40])[CH2:36][CH2:37][CH2:38][CH3:39]. The catalyst class is: 245. (3) Reactant: [Cl:1][C:2]1[CH:17]=[CH:16][C:5]([C:6]([NH:8][C:9]2[CH:14]=[CH:13][NH:12][C:11](=[O:15])[CH:10]=2)=[O:7])=[C:4](F)[CH:3]=1.[F:19][C:20]1[CH:25]=[CH:24][C:23]([OH:26])=[C:22]([CH3:27])[CH:21]=1.C([O-])([O-])=O.[Cs+].[Cs+].O. Product: [Cl:1][C:2]1[CH:17]=[CH:16][C:5]([C:6]([NH:8][C:9]2[CH:14]=[CH:13][NH:12][C:11](=[O:15])[CH:10]=2)=[O:7])=[C:4]([O:26][C:23]2[CH:24]=[CH:25][C:20]([F:19])=[CH:21][C:22]=2[CH3:27])[CH:3]=1. The catalyst class is: 37. (4) Reactant: Cl.[NH2:2][C@H:3]1[CH2:8][CH2:7][C@H:6](C2C=CC=CC=2)[CH2:5][C@H:4]1[CH2:15][OH:16].[C:17](O[C:17]([O:19][C:20]([CH3:23])([CH3:22])[CH3:21])=[O:18])([O:19][C:20]([CH3:23])([CH3:22])[CH3:21])=[O:18].C(N(CC)CC)C. Product: [OH:16][CH2:15][C@@H:4]1[CH2:5][CH2:6][CH2:7][CH2:8][C@@H:3]1[NH:2][C:17](=[O:18])[O:19][C:20]([CH3:23])([CH3:22])[CH3:21]. The catalyst class is: 5. (5) Reactant: [CH:1]1([C:4]([N:6]2[CH2:11][CH2:10][N:9]([C:12]3[N:19]=[C:18]([CH:20]4[CH2:22][CH2:21]4)[C:17]([CH:23]=[CH2:24])=[CH:16][C:13]=3[C:14]#[N:15])[CH2:8][C@H:7]2[CH3:25])=[O:5])[CH2:3][CH2:2]1.[OH:26][CH2:27][CH2:28][NH:29][S:30]([C:33]1[CH:38]=[CH:37][C:36]([N+:39]([O-:41])=[O:40])=[CH:35][CH:34]=1)(=[O:32])=[O:31].C1C(=O)N([I:49])C(=O)C1. Product: [C:14]([C:13]1[CH:16]=[C:17]([CH:23]([O:26][CH2:27][CH2:28][NH:29][S:30]([C:33]2[CH:34]=[CH:35][C:36]([N+:39]([O-:41])=[O:40])=[CH:37][CH:38]=2)(=[O:32])=[O:31])[CH2:24][I:49])[C:18]([CH:20]2[CH2:22][CH2:21]2)=[N:19][C:12]=1[N:9]1[CH2:10][CH2:11][N:6]([C:4]([CH:1]2[CH2:2][CH2:3]2)=[O:5])[C@H:7]([CH3:25])[CH2:8]1)#[N:15]. The catalyst class is: 23.